Task: Predict the product of the given reaction.. Dataset: Forward reaction prediction with 1.9M reactions from USPTO patents (1976-2016) (1) Given the reactants Cl[C:2]1[C:3]2[N:4]([CH:14]=[N:15][C:16]=2[CH3:17])[C:5]2[N:11]=[C:10]([O:12][CH3:13])[CH:9]=[CH:8][C:6]=2[N:7]=1.[C-]#N.[CH3:20][N+:21](C)(C)C.O, predict the reaction product. The product is: [CH3:13][O:12][C:10]1[CH:9]=[CH:8][C:6]2[N:7]=[C:2]([C:20]#[N:21])[C:3]3[N:4]([CH:14]=[N:15][C:16]=3[CH3:17])[C:5]=2[N:11]=1. (2) The product is: [C:1]([C:5]1[N:6]=[CH:7][C:8]2[N:9]=[CH:10][N:11]=[C:12]([Cl:18])[C:13]=2[N:14]=1)([CH3:4])([CH3:3])[CH3:2]. Given the reactants [C:1]([C:5]1[N:6]=[CH:7][C:8]2[N:9]=[CH:10][N:11]=[C:12](O)[C:13]=2[N:14]=1)([CH3:4])([CH3:3])[CH3:2].P(Cl)(Cl)([Cl:18])=O, predict the reaction product. (3) Given the reactants [N:1]1([NH:10][C:11]([C:13]2[CH:14]=[N:15][C:16]([C:19]3[CH:24]=[CH:23][CH:22]=[CH:21][N:20]=3)=[N:17][CH:18]=2)=[O:12])[C:9]2[C:4](=[CH:5][CH:6]=[CH:7][CH:8]=2)[CH2:3][CH2:2]1, predict the reaction product. The product is: [N:1]1([NH:10][C:11]([C:13]2[CH:14]=[N:15][C:16]([C:19]3[CH:24]=[CH:23][CH:22]=[CH:21][N:20]=3)=[N:17][CH:18]=2)=[O:12])[C:9]2[C:4](=[CH:5][CH:6]=[CH:7][CH:8]=2)[CH:3]=[CH:2]1.